This data is from Forward reaction prediction with 1.9M reactions from USPTO patents (1976-2016). The task is: Predict the product of the given reaction. (1) The product is: [Br:10][C:11]1[CH:12]=[C:13]([C:17]2[C:18](=[O:20])[C:7]3[C:5](=[CH:4][C:3]([OH:9])=[C:2]([Cl:1])[CH:8]=3)[O:6][CH:27]=2)[CH:14]=[CH:15][CH:16]=1. Given the reactants [Cl:1][C:2]1[CH:8]=[CH:7][C:5]([OH:6])=[CH:4][C:3]=1[OH:9].[Br:10][C:11]1[CH:12]=[C:13]([CH2:17][C:18]([OH:20])=O)[CH:14]=[CH:15][CH:16]=1.P(Cl)(Cl)(Cl)(Cl)Cl.[CH3:27]N(C=O)C, predict the reaction product. (2) Given the reactants [CH2:1]([N:3]1[CH2:8][CH2:7][N:6]([C:9]2[N:10]=[C:11]([C:18]3[CH:23]=[CH:22][C:21]([OH:24])=[CH:20][CH:19]=3)[CH:12]=[C:13]3[CH:17]=[CH:16][S:15][C:14]=23)[CH2:5][CH2:4]1)[CH3:2].[H-].[Na+].[H][H].[CH3:29][C:30](C)([O:33][SiH2]C(C)(C)C)CBr.[Cl-].[NH4+], predict the reaction product. The product is: [CH2:1]([N:3]1[CH2:8][CH2:7][N:6]([C:9]2[N:10]=[C:11]([C:18]3[CH:23]=[CH:22][C:21]([O:24][CH2:29][CH2:30][OH:33])=[CH:20][CH:19]=3)[CH:12]=[C:13]3[CH:17]=[CH:16][S:15][C:14]=23)[CH2:5][CH2:4]1)[CH3:2]. (3) Given the reactants [CH2:1]([N:3]([CH2:10][CH3:11])[CH2:4][CH2:5][C:6]([CH3:9])([NH2:8])[CH3:7])[CH3:2].[C:12](ON1C(=O)CCC1=O)([O:14][CH2:15][C:16]1[CH:21]=[CH:20][CH:19]=[CH:18][CH:17]=1)=[O:13], predict the reaction product. The product is: [CH2:10]([N:3]([CH2:1][CH3:2])[CH2:4][CH2:5][C:6]([NH:8][C:12](=[O:13])[O:14][CH2:15][C:16]1[CH:21]=[CH:20][CH:19]=[CH:18][CH:17]=1)([CH3:9])[CH3:7])[CH3:11]. (4) Given the reactants C(O)(C(F)(F)F)=O.C(OC([N:15](C(OC(C)(C)C)=O)[C:16]1[C:17]([C:34]2[O:38][N:37]=[C:36]([C:39]3[CH:44]=[CH:43][C:42]([CH2:45][N:46](C)[C:47](=O)OC(C)(C)C)=[CH:41][C:40]=3[CH3:55])[CH:35]=2)=[N:18][C:19]([C:22]2[CH:27]=[CH:26][C:25]([S:28]([CH:31]([CH3:33])[CH3:32])(=[O:30])=[O:29])=[CH:24][CH:23]=2)=[CH:20][N:21]=1)=O)(C)(C)C, predict the reaction product. The product is: [CH:31]([S:28]([C:25]1[CH:24]=[CH:23][C:22]([C:19]2[N:18]=[C:17]([C:34]3[O:38][N:37]=[C:36]([C:39]4[CH:44]=[CH:43][C:42]([CH2:45][NH:46][CH3:47])=[CH:41][C:40]=4[CH3:55])[CH:35]=3)[C:16]([NH2:15])=[N:21][CH:20]=2)=[CH:27][CH:26]=1)(=[O:29])=[O:30])([CH3:33])[CH3:32]. (5) The product is: [C:22]1([S:28]([C:31](=[CH:20][C:18]2[CH:17]=[CH:16][N:15]=[C:14]([C:12]3[N:11]=[CH:10][N:9]([CH2:8][C:3]4[CH:4]=[CH:5][CH:6]=[CH:7][C:2]=4[Cl:1])[CH:13]=3)[CH:19]=2)[C:32]#[N:33])(=[O:29])=[O:30])[CH:23]=[CH:24][CH:25]=[CH:26][CH:27]=1. Given the reactants [Cl:1][C:2]1[CH:7]=[CH:6][CH:5]=[CH:4][C:3]=1[CH2:8][N:9]1[CH:13]=[C:12]([C:14]2[CH:19]=[C:18]([CH:20]=O)[CH:17]=[CH:16][N:15]=2)[N:11]=[CH:10]1.[C:22]1([S:28]([CH2:31][C:32]#[N:33])(=[O:30])=[O:29])[CH:27]=[CH:26][CH:25]=[CH:24][CH:23]=1.C([O-])(O)=O.[Na+], predict the reaction product. (6) Given the reactants [CH:1]([C:3]1[CH:8]=[CH:7][C:6]([N+:9]([O-:11])=[O:10])=[CH:5][N:4]=1)=[CH2:2].[CH3:12][S:13]([N:16]1[CH2:21][CH2:20][NH:19][CH2:18][CH2:17]1)(=[O:15])=[O:14], predict the reaction product. The product is: [CH3:12][S:13]([N:16]1[CH2:21][CH2:20][N:19]([CH2:2][CH2:1][C:3]2[CH:8]=[CH:7][C:6]([N+:9]([O-:11])=[O:10])=[CH:5][N:4]=2)[CH2:18][CH2:17]1)(=[O:15])=[O:14]. (7) Given the reactants Cl[C:2]1[N:7]=[C:6]([NH:8][C:9]2[N:14]=[CH:13][C:12]3[N:15]=[C:16]([CH2:21][O:22][CH:23]4[CH2:28][CH2:27][CH2:26][CH2:25][O:24]4)[N:17]([CH:18]([CH3:20])[CH3:19])[C:11]=3[CH:10]=2)[CH:5]=[CH:4][N:3]=1.[O:29]1[C:33]2([CH2:38][CH:37]=[C:36](B3OC(C)(C)C(C)(C)O3)[CH2:35][CH2:34]2)[O:32][CH2:31][CH2:30]1.C(=O)([O-])[O-].[Cs+].[Cs+].O1CCOCC1.O, predict the reaction product. The product is: [O:29]1[C:33]2([CH2:38][CH2:37][C:36]([C:2]3[N:7]=[C:6]([NH:8][C:9]4[N:14]=[CH:13][C:12]5[N:15]=[C:16]([CH2:21][O:22][CH:23]6[CH2:28][CH2:27][CH2:26][CH2:25][O:24]6)[N:17]([CH:18]([CH3:20])[CH3:19])[C:11]=5[CH:10]=4)[CH:5]=[CH:4][N:3]=3)=[CH:35][CH2:34]2)[O:32][CH2:31][CH2:30]1. (8) The product is: [C:33]([O:37][C:38]([NH:40][C@:41]([CH2:53][CH3:54])([CH:42]=[CH:7][C:3]1[O:2][CH:6]=[CH:5][CH:4]=1)[CH2:44][O:45][C:46](=[O:52])[CH2:47][CH2:48][CH2:49][CH2:50][CH3:51])=[O:39])([CH3:35])([CH3:36])[CH3:34]. Given the reactants [Br-].[O:2]1[CH:6]=[CH:5][CH:4]=[C:3]1[CH2:7][P+](C1C=CC=CC=1)(C1C=CC=CC=1)C1C=CC=CC=1.CC(C)([O-])C.[K+].[C:33]([O:37][C:38]([NH:40][C@@:41]([CH2:53][CH3:54])([CH2:44][O:45][C:46](=[O:52])[CH2:47][CH2:48][CH2:49][CH2:50][CH3:51])[CH:42]=O)=[O:39])([CH3:36])([CH3:35])[CH3:34].[Cl-].[NH4+], predict the reaction product. (9) Given the reactants CO[CH:3](OC)[N:4]([CH3:6])[CH3:5].[NH2:9][C:10]1[CH:11]=[CH:12][C:13]2[N:33]([CH:34]=1)[C:16]1[N:17]([C:26]3[CH:27]=[N:28][C:29]([Cl:32])=[CH:30][CH:31]=3)[C:18](=[O:25])[C:19]3[C:24]([C:15]=1[N:14]=2)=[CH:23][CH:22]=[CH:21][CH:20]=3, predict the reaction product. The product is: [Cl:32][C:29]1[N:28]=[CH:27][C:26]([N:17]2[C:16]3[N:33]4[CH:34]=[C:10]([N:9]=[CH:3][N:4]([CH3:6])[CH3:5])[CH:11]=[CH:12][C:13]4=[N:14][C:15]=3[C:24]3[C:19](=[CH:20][CH:21]=[CH:22][CH:23]=3)[C:18]2=[O:25])=[CH:31][CH:30]=1.